From a dataset of CYP2C19 inhibition data for predicting drug metabolism from PubChem BioAssay. Regression/Classification. Given a drug SMILES string, predict its absorption, distribution, metabolism, or excretion properties. Task type varies by dataset: regression for continuous measurements (e.g., permeability, clearance, half-life) or binary classification for categorical outcomes (e.g., BBB penetration, CYP inhibition). Dataset: cyp2c19_veith. (1) The drug is COc1ccc(OCCSc2ncn[nH]2)cc1. The result is 1 (inhibitor). (2) The molecule is C[C@H](N)CCCC(C)(C)O. The result is 0 (non-inhibitor). (3) The compound is O=C(CCCn1c(=S)[nH]c2cc3c(cc2c1=O)OCO3)N1CCN(c2ccccc2)CC1. The result is 1 (inhibitor). (4) The molecule is CCCSc1ccc2nc(NC(=O)OC)[nH]c2c1. The result is 0 (non-inhibitor). (5) The molecule is C=O.C[C@@H]1Cc2ccccc2N1NC(=O)c1ccc(Cl)c(S(N)=O)c1. The result is 0 (non-inhibitor). (6) The molecule is CN1CCN2c3ncccc3Cc3ccccc3C2C1. The result is 1 (inhibitor). (7) The compound is O=C1C(=O)c2ccccc2C(O)=C1C(C1=C(O)c2ccccc2C(=O)C1=O)c1ccc(Cl)cc1. The result is 1 (inhibitor). (8) The drug is O=C(Nc1ccc(Br)cc1)C1CCC(=O)N1Cc1ccccc1Cl. The result is 1 (inhibitor). (9) The compound is COc1ccccc1OCCCOc1ccc([N+](=O)[O-])cc1Cl. The result is 1 (inhibitor).